Dataset: Reaction yield outcomes from USPTO patents with 853,638 reactions. Task: Predict the reaction yield, written as a fraction of the theoretical maximum amount of product (1.0 means a 100% yield; for example, 0.34 means a 34% yield). (1) The reactants are [ClH:1].[CH3:2][C:3]1[N:8]=[C:7]([CH2:9]O)[CH:6]=[CH:5][CH:4]=1. The catalyst is O=S(Cl)Cl. The product is [Cl:1][CH2:9][C:7]1[CH:6]=[CH:5][CH:4]=[C:3]([CH3:2])[N:8]=1. The yield is 0.630. (2) The reactants are [CH3:1][N:2]1[CH2:6][CH2:5][CH2:4][C@H:3]1[C:7]1[CH:8]=[C:9]([CH2:13][CH2:14][C:15]#[N:16])[CH:10]=[N:11][CH:12]=1.[H][H]. The catalyst is [Ni].N.CO. The product is [CH3:1][N:2]1[CH2:6][CH2:5][CH2:4][C@H:3]1[C:7]1[CH:8]=[C:9]([CH2:13][CH2:14][CH2:15][NH2:16])[CH:10]=[N:11][CH:12]=1. The yield is 0.880. (3) The reactants are [F:1][C:2]1[CH:7]=[C:6]([O:8][CH2:9][CH:10]2[CH2:15][CH2:14][N:13]([CH2:16][C:17]([F:20])([CH3:19])[CH3:18])[CH2:12][CH2:11]2)[CH:5]=[CH:4][C:3]=1[C:21]1[CH:26]=[CH:25][C:24](C(O)=O)=[CH:23][CH:22]=1.[NH:30]1[CH2:34][CH2:33][CH2:32][C@H:31]1[C:35]([NH2:37])=[O:36].CCN(CC)CC.[NH4+].[Cl-].CN([CH:50]=[O:51])C. No catalyst specified. The product is [F:1][C:2]1[CH:7]=[C:6]([O:8][CH2:9][CH:10]2[CH2:15][CH2:14][N:13]([CH2:16][C:17]([F:20])([CH3:19])[CH3:18])[CH2:12][CH2:11]2)[CH:5]=[CH:4][C:3]=1[C:21]1[C:26]([C:50]([N:30]2[CH2:34][CH2:33][CH2:32][C@H:31]2[C:35]([NH2:37])=[O:36])=[O:51])=[CH:25][CH:24]=[CH:23][CH:22]=1. The yield is 0.370. (4) The reactants are I[C:2]1[C:3]([O:10][CH3:11])=[N:4][C:5]([O:8][CH3:9])=[N:6][CH:7]=1.[CH3:12][C:13]1[CH:18]=[CH:17][CH:16]=[CH:15][C:14]=1B(O)O.C([O-])([O-])=O.[Na+].[Na+].C1C=CC(P(C2C=CC=CC=2)C2C=CC=CC=2)=CC=1. The catalyst is C(O)CC.CC([O-])=O.CC([O-])=O.[Pd+2]. The product is [CH3:9][O:8][C:5]1[N:4]=[C:3]([O:10][CH3:11])[C:2]([C:14]2[CH:15]=[CH:16][CH:17]=[CH:18][C:13]=2[CH3:12])=[CH:7][N:6]=1. The yield is 0.460. (5) The reactants are [NH:1]1[CH:5]=[CH:4][C:3]([NH:6][C:7]2[C:16]3[C:11](=[CH:12][CH:13]=[CH:14][CH:15]=3)[N:10]=[C:9]([C:17]([O:19]CC)=O)[N:8]=2)=[N:2]1.[F:22][C:23]1[CH:28]=[CH:27][C:26]([Mg]Br)=[CH:25][CH:24]=1. The catalyst is C1COCC1. The product is [NH:1]1[CH:5]=[CH:4][C:3]([NH:6][C:7]2[C:16]3[C:11](=[CH:12][CH:13]=[CH:14][CH:15]=3)[N:10]=[C:9]([C:17]([C:26]3[CH:27]=[CH:28][C:23]([F:22])=[CH:24][CH:25]=3)([C:26]3[CH:27]=[CH:28][C:23]([F:22])=[CH:24][CH:25]=3)[OH:19])[N:8]=2)=[N:2]1. The yield is 0.0800. (6) The reactants are [CH3:1][C:2]([C:6]1[CH:7]=[C:8]2[C:13](=[CH:14][CH:15]=1)[C:12](=[O:16])[NH:11][CH2:10][CH2:9]2)([CH3:5])[C:3]#[N:4].[Br:17][C:18]1[CH:25]=[CH:24][CH:23]=[C:22](Br)[C:19]=1[CH:20]=[O:21].C(=O)([O-])[O-].[Cs+].[Cs+]. The catalyst is C1C=CC(/C=C/C(/C=C/C2C=CC=CC=2)=O)=CC=1.C1C=CC(/C=C/C(/C=C/C2C=CC=CC=2)=O)=CC=1.[Pd].CC1(C)C2C(=C(P(C3C=CC=CC=3)C3C=CC=CC=3)C=CC=2)OC2C(P(C3C=CC=CC=3)C3C=CC=CC=3)=CC=CC1=2. The product is [Br:17][C:18]1[C:19]([CH:20]=[O:21])=[C:22]([N:11]2[CH2:10][CH2:9][C:8]3[C:13](=[CH:14][CH:15]=[C:6]([C:2]([CH3:1])([CH3:5])[C:3]#[N:4])[CH:7]=3)[C:12]2=[O:16])[CH:23]=[CH:24][CH:25]=1. The yield is 0.460. (7) The reactants are [NH:1]([C:3]1[CH:4]=[CH:5][C:6]([CH3:9])=[N:7][CH:8]=1)[NH2:2].[CH3:10][C:11]([CH3:18])([CH3:17])[C:12](=O)[CH2:13][C:14]#[N:15].Cl.C(=O)([O-])O.[Na+]. The catalyst is CCO. The product is [NH2:15][C:14]1[N:1]([C:3]2[CH:4]=[CH:5][C:6]([CH3:9])=[N:7][CH:8]=2)[N:2]=[C:12]([C:11]([CH3:18])([CH3:17])[CH3:10])[CH:13]=1. The yield is 0.620.